Dataset: Catalyst prediction with 721,799 reactions and 888 catalyst types from USPTO. Task: Predict which catalyst facilitates the given reaction. (1) Reactant: [NH2:1][C:2]1[CH:3]=[CH:4][C:5]([Cl:8])=[N:6][CH:7]=1.[CH2:9]([O:11][C:12]1[C:13](=O)[C:14](=[O:19])[C:15]=1[O:16]CC)[CH3:10]. Product: [Cl:8][C:5]1[N:6]=[CH:7][C:2]([NH:1][C:13]2[C:14](=[O:19])[C:15](=[O:16])[C:12]=2[O:11][CH2:9][CH3:10])=[CH:3][CH:4]=1. The catalyst class is: 8. (2) Reactant: [C:1](Cl)(=[O:8])[O:2][CH:3]1[CH2:7][CH2:6][CH2:5][CH2:4]1.Cl.Cl.Cl.[F:13][C:14]1[CH:38]=[CH:37][CH:36]=[CH:35][C:15]=1[CH2:16][C:17]1[N:21]2[N:22]=[CH:23][CH:24]=[CH:25][C:20]2=[C:19]([C:26]2[N:31]=[C:30]([NH2:32])[C:29]([NH2:33])=[C:28]([NH2:34])[N:27]=2)[N:18]=1. Product: [CH:1]([OH:8])=[O:2].[NH2:34][C:28]1[C:29]([NH:33][C:1](=[O:8])[O:2][CH:3]2[CH2:7][CH2:6][CH2:5][CH2:4]2)=[C:30]([NH2:32])[N:31]=[C:26]([C:19]2[N:18]=[C:17]([CH2:16][C:15]3[CH:35]=[CH:36][CH:37]=[CH:38][C:14]=3[F:13])[N:21]3[C:20]=2[CH:25]=[CH:24][CH:23]=[N:22]3)[N:27]=1. The catalyst class is: 17. (3) The catalyst class is: 5. Product: [CH2:1]([O:8][C:9]([NH:11][C@@H:12]([CH3:25])[CH:13]([C:15]1([C:18]([O:20][C:21]([CH3:24])([CH3:23])[CH3:22])=[O:19])[CH2:17][CH2:16]1)[OH:14])=[O:10])[C:2]1[CH:3]=[CH:4][CH:5]=[CH:6][CH:7]=1. Reactant: [CH2:1]([O:8][C:9]([NH:11][C@@H:12]([CH3:25])[C:13]([C:15]1([C:18]([O:20][C:21]([CH3:24])([CH3:23])[CH3:22])=[O:19])[CH2:17][CH2:16]1)=[O:14])=[O:10])[C:2]1[CH:7]=[CH:6][CH:5]=[CH:4][CH:3]=1.[BH4-].[Na+].O. (4) Reactant: Cl[C:2]1[C:11]2[C:6](=[CH:7][C:8]([F:12])=[CH:9][CH:10]=2)[N:5]=[CH:4][C:3]=1[C:13]#[N:14].[Cl:15][C:16]1[CH:17]=[C:18]([NH2:29])[CH:19]=[CH:20][C:21]=1[S:22][C:23]1[N:24]([CH3:28])[CH:25]=[CH:26][N:27]=1.Cl.N1C=CC=CC=1. Product: [Cl:15][C:16]1[CH:17]=[C:18]([NH:29][C:2]2[C:11]3[C:6](=[CH:7][C:8]([F:12])=[CH:9][CH:10]=3)[N:5]=[CH:4][C:3]=2[C:13]#[N:14])[CH:19]=[CH:20][C:21]=1[S:22][C:23]1[N:24]([CH3:28])[CH:25]=[CH:26][N:27]=1. The catalyst class is: 486. (5) Reactant: [F:1][C:2]1[C:7]([F:8])=[CH:6][C:5]([C:9]2[CH:14]=[CH:13][C:12]([O:15][CH2:16][C:17]3[CH:25]=[C:24]4[C:20]([CH:21]=[CH:22][NH:23]4)=[CH:19][CH:18]=3)=[CH:11][CH:10]=2)=[C:4]([O:26][CH3:27])[CH:3]=1.CN(C)C=O.C(=O)([O-])[O-].[Cs+].[Cs+].[CH2:39]([O:41][C:42](=[O:46])[CH2:43][CH2:44]Br)[CH3:40]. Product: [CH2:39]([O:41][C:42](=[O:46])[CH2:43][CH2:44][N:23]1[C:24]2[C:20](=[CH:19][CH:18]=[C:17]([CH2:16][O:15][C:12]3[CH:13]=[CH:14][C:9]([C:5]4[CH:6]=[C:7]([F:8])[C:2]([F:1])=[CH:3][C:4]=4[O:26][CH3:27])=[CH:10][CH:11]=3)[CH:25]=2)[CH:21]=[CH:22]1)[CH3:40]. The catalyst class is: 16. (6) Reactant: P(C1C=CC=CC=1)(C1C=CC=CC=1)C1C=CC=CC=1.CCO[C:23](/[N:25]=N/C(OCC)=O)=O.[NH2:32][CH:33]1[C:42]2[C:37](=[CH:38][C:39]([CH2:43]O)=[CH:40][CH:41]=2)[O:36][CH2:35][CH2:34]1.CC(C)(O)C#N. Product: [NH2:32][CH:33]1[C:42]2[C:37](=[CH:38][C:39]([CH2:43][C:23]#[N:25])=[CH:40][CH:41]=2)[O:36][CH2:35][CH2:34]1. The catalyst class is: 1. (7) Reactant: C(OC([NH:8][CH2:9][CH2:10][CH2:11][C@@H:12]([CH2:16][C:17]1[N:18]=[CH:19][N:20]2[C:29]3[C:24](=[CH:25][C:26]([CH:30]([CH3:32])[CH3:31])=[CH:27][CH:28]=3)[CH2:23][CH2:22][C:21]=12)[C:13]([OH:15])=[O:14])=O)(C)(C)C.[ClH:33]. Product: [ClH:33].[ClH:33].[NH2:8][CH2:9][CH2:10][CH2:11][C@@H:12]([CH2:16][C:17]1[N:18]=[CH:19][N:20]2[C:29]3[C:24](=[CH:25][C:26]([CH:30]([CH3:32])[CH3:31])=[CH:27][CH:28]=3)[CH2:23][CH2:22][C:21]=12)[C:13]([OH:15])=[O:14]. The catalyst class is: 13. (8) Reactant: C(OC([N:8]1[CH2:13][CH2:12][CH:11]([C:14]2[CH:19]=[CH:18][C:17]([C:20](=[O:22])[NH2:21])=[C:16]([C:23]3[CH:28]=[CH:27][C:26]([C:29](=[O:37])[NH:30][C:31]4[CH:36]=[CH:35][CH:34]=[CH:33][CH:32]=4)=[CH:25][CH:24]=3)[N:15]=2)[CH2:10][CH2:9]1)=O)(C)(C)C.C(O)(C(F)(F)F)=O. Product: [C:31]1([NH:30][C:29]([C:26]2[CH:27]=[CH:28][C:23]([C:16]3[N:15]=[C:14]([CH:11]4[CH2:12][CH2:13][NH:8][CH2:9][CH2:10]4)[CH:19]=[CH:18][C:17]=3[C:20]([NH2:21])=[O:22])=[CH:24][CH:25]=2)=[O:37])[CH:32]=[CH:33][CH:34]=[CH:35][CH:36]=1. The catalyst class is: 2. (9) Reactant: C(=O)([O-])[O-].[K+].[K+].[OH:7][C:8]1[CH:9]=[C:10]([CH:22]=[CH:23][CH:24]=1)[O:11][C:12]1[CH:13]=[C:14]([C:20]#[N:21])[CH:15]=[C:16]([CH:19]=1)[C:17]#[N:18].[Cl:25][C:26]1[N:31]=[C:30](Cl)[CH:29]=[CH:28][N:27]=1.C(OCC)(=O)C. Product: [Cl:25][C:26]1[N:31]=[C:30]([O:7][C:8]2[CH:9]=[C:10]([CH:22]=[CH:23][CH:24]=2)[O:11][C:12]2[CH:19]=[C:16]([C:17]#[N:18])[CH:15]=[C:14]([CH:13]=2)[C:20]#[N:21])[CH:29]=[CH:28][N:27]=1. The catalyst class is: 9.